Dataset: Full USPTO retrosynthesis dataset with 1.9M reactions from patents (1976-2016). Task: Predict the reactants needed to synthesize the given product. (1) Given the product [NH:2]([C:5]1[C:6]2[CH2:16][CH2:15][CH2:14][CH2:13][CH2:12][CH2:11][C:7]=2[N:8]=[CH:9][N:10]=1)[NH2:3], predict the reactants needed to synthesize it. The reactants are: O.[NH2:2][NH2:3].Cl[C:5]1[C:6]2[CH2:16][CH2:15][CH2:14][CH2:13][CH2:12][CH2:11][C:7]=2[N:8]=[CH:9][N:10]=1. (2) Given the product [Si:1]([O:18][CH2:19][C@H:20]1[O:24][C@@H:23]([N:25]2[C:30](=[O:31])[CH:29]=[CH:28][NH:27][C:26]2=[O:33])[C@@H:22]([F:34])[C@@H:21]1[N:35]([OH:40])[CH2:36][CH2:47][CH2:42][CH3:43])([C:14]([CH3:15])([CH3:16])[CH3:17])([C:8]1[CH:13]=[CH:12][CH:11]=[CH:10][CH:9]=1)[C:2]1[CH:7]=[CH:6][CH:5]=[CH:4][CH:3]=1, predict the reactants needed to synthesize it. The reactants are: [Si:1]([O:18][CH2:19][C@H:20]1[O:24][C@@H:23]([N:25]2[C:30](=[O:31])[C:29](F)=[CH:28][NH:27][C:26]2=[O:33])[C@@H:22]([F:34])[C@@H:21]1[N:35]([OH:40])[CH2:36]C(C)C)([C:14]([CH3:17])([CH3:16])[CH3:15])([C:8]1[CH:13]=[CH:12][CH:11]=[CH:10][CH:9]=1)[C:2]1[CH:7]=[CH:6][CH:5]=[CH:4][CH:3]=1.F[C:42]1[C:43](=O)NC(=O)N[CH:47]=1. (3) Given the product [O:30]=[S:2]1(=[O:1])[CH2:7][CH2:6][N:5]([C:8]([C:10]2[N:11]([C:36]3[CH:35]=[CH:34][CH:33]=[C:32]([F:31])[CH:37]=3)[C:12]3[C:17]([CH:18]=2)=[CH:16][C:15]([C:19]([N:21]2[CH2:22][CH2:23][N:24]([CH:27]([CH3:28])[CH3:29])[CH2:25][CH2:26]2)=[O:20])=[CH:14][CH:13]=3)=[O:9])[CH2:4][CH2:3]1, predict the reactants needed to synthesize it. The reactants are: [O:1]=[S:2]1(=[O:30])[CH2:7][CH2:6][N:5]([C:8]([C:10]2[NH:11][C:12]3[C:17]([CH:18]=2)=[CH:16][C:15]([C:19]([N:21]2[CH2:26][CH2:25][N:24]([CH:27]([CH3:29])[CH3:28])[CH2:23][CH2:22]2)=[O:20])=[CH:14][CH:13]=3)=[O:9])[CH2:4][CH2:3]1.[F:31][C:32]1[CH:33]=[C:34](B(O)O)[CH:35]=[CH:36][CH:37]=1.N1C=CC=CC=1. (4) The reactants are: [CH2:1]1[CH2:9][O:8][C:7]2[CH:6]=[CH:5][S:4][C:3]=2[O:2]1.S1C=CC=C1.S(OOS([O-])(=O)=O)([O-])(=O)=O.[Na+].[Na+]. Given the product [CH2:9]1[O:8][C:7]2[C:6](=[CH:5][S:4][CH:3]=2)[O:2][CH2:1]1, predict the reactants needed to synthesize it. (5) Given the product [S:1]1[CH:5]=[CH:4][C:3]2[C:6]([N:10]3[CH2:11][CH2:12][N:13]([CH2:16][CH2:17][CH2:18][CH2:19][O:20][C:21]4[CH:30]=[C:29]5[C:24]([CH2:25][CH2:26][C:27](=[O:31])[N:28]5[C:33](=[O:38])[CH2:34][CH2:35][CH2:36][CH2:37][CH2:4][CH2:3][CH2:2][CH2:9][CH2:8][CH2:7][CH3:6])=[CH:23][CH:22]=4)[CH2:14][CH2:15]3)=[CH:7][CH:8]=[CH:9][C:2]1=2, predict the reactants needed to synthesize it. The reactants are: [S:1]1[CH:5]=[CH:4][C:3]2[C:6]([N:10]3[CH2:15][CH2:14][N:13]([CH2:16][CH2:17][CH2:18][CH2:19][O:20][C:21]4[CH:30]=[C:29]5[C:24]([CH2:25][CH2:26][C:27](=[O:31])[NH:28]5)=[CH:23][CH:22]=4)[CH2:12][CH2:11]3)=[CH:7][CH:8]=[CH:9][C:2]1=2.N1[CH:37]=[CH:36][CH:35]=[CH:34][CH:33]=1.[OH2:38]. (6) The reactants are: [CH3:1][O:2][C:3]([C:5]1[CH:14]=[CH:13][C:12]2[C:7](=[CH:8][CH:9]=[C:10](Br)[CH:11]=2)[CH:6]=1)=[O:4].[F:16][C:17]([F:24])([F:23])[C:18]1[CH:22]=[CH:21][NH:20][N:19]=1. Given the product [F:16][C:17]([F:24])([F:23])[C:18]1[N:19]([C:10]2[CH:11]=[C:12]3[C:7](=[CH:8][CH:9]=2)[CH:6]=[C:5]([C:3]([O:2][CH3:1])=[O:4])[CH:14]=[CH:13]3)[N:20]=[CH:21][CH:22]=1, predict the reactants needed to synthesize it. (7) The reactants are: [IH:1].[CH3:2][N:3]1[C:8](=[O:9])[N:7]2[CH:10]=[N:11][C:12]([C:13](SC)=[NH:14])=[C:6]2[N:5]=[N:4]1.Cl.[NH2:18][CH2:19][C:20]([C:22]1[S:23][CH:24]=[CH:25][CH:26]=1)=[O:21]. Given the product [IH:1].[CH3:2][N:3]1[C:8](=[O:9])[N:7]2[CH:10]=[N:11][C:12]([C:13](=[NH:14])[NH:18][CH2:19][C:20](=[O:21])[C:22]3[S:23][CH:24]=[CH:25][CH:26]=3)=[C:6]2[N:5]=[N:4]1, predict the reactants needed to synthesize it.